Task: Binary Classification. Given a drug SMILES string, predict its activity (active/inactive) in a high-throughput screening assay against a specified biological target.. Dataset: Tyrosyl-DNA phosphodiesterase HTS with 341,365 compounds The molecule is S1(=O)(=O)N(C(=C(c2c1cccc2)c1ccccc1)C(OC)=O)CC(=O)Nc1cc(F)c(F)cc1. The result is 0 (inactive).